From a dataset of Reaction yield outcomes from USPTO patents with 853,638 reactions. Predict the reaction yield, written as a fraction of the theoretical maximum amount of product (1.0 means a 100% yield; for example, 0.34 means a 34% yield). (1) The reactants are [F:1][C:2]1[CH:3]=[C:4]([C:10]2[C:15]([C:16]3[CH:21]=[CH:20][C:19]([O:22][CH3:23])=[C:18]([F:24])[CH:17]=3)=[N:14][NH:13][C:12](=[O:25])[CH:11]=2)[CH:5]=[CH:6][C:7]=1[O:8][CH3:9].[CH2:26](I)[CH3:27]. No catalyst specified. The product is [F:1][C:2]1[CH:3]=[C:4]([C:10]2[C:15]([C:16]3[CH:21]=[CH:20][C:19]([O:22][CH3:23])=[C:18]([F:24])[CH:17]=3)=[N:14][N:13]([CH2:26][CH3:27])[C:12](=[O:25])[CH:11]=2)[CH:5]=[CH:6][C:7]=1[O:8][CH3:9]. The yield is 0.972. (2) The reactants are [Br:1][C:2]1[CH:14]=[CH:13][C:12]([C:15](=[O:17])[NH2:16])=[C:11]2[C:3]=1[C:4]1[CH2:5][CH2:6][CH:7]([C:18]([OH:20])=O)[CH2:8][C:9]=1[NH:10]2.ClC(OCC(C)C)=O.Cl.[CH3:30][NH:31][O:32][CH3:33]. The catalyst is C1COCC1.O.C(Cl)Cl. The product is [Br:1][C:2]1[CH:14]=[CH:13][C:12]([C:15]([NH2:16])=[O:17])=[C:11]2[C:3]=1[C:4]1[CH2:5][CH2:6][CH:7]([C:18]([N:31]([O:32][CH3:33])[CH3:30])=[O:20])[CH2:8][C:9]=1[NH:10]2. The yield is 0.770. (3) The reactants are Br[C:2]1[S:6][C:5]([CH:7]=[O:8])=[CH:4][CH:3]=1.[N:9]1([C:15]([O:17][C:18]([CH3:21])([CH3:20])[CH3:19])=[O:16])[CH2:14][CH2:13][NH:12][CH2:11][CH2:10]1.C(N(C(C)C)C(C)C)C. The catalyst is CS(C)=O. The product is [CH:7]([C:5]1[S:6][C:2]([N:12]2[CH2:11][CH2:10][N:9]([C:15]([O:17][C:18]([CH3:21])([CH3:20])[CH3:19])=[O:16])[CH2:14][CH2:13]2)=[CH:3][CH:4]=1)=[O:8]. The yield is 0.730. (4) The reactants are [Br:1][C:2]1[CH:11]=[C:10]2[C:5]([C:6](Cl)=[CH:7][CH:8]=[N:9]2)=[CH:4][CH:3]=1.[O-:13][CH2:14][CH3:15].[Na+].O1CCOCC1. The catalyst is C(O)C. The product is [Br:1][C:2]1[CH:11]=[C:10]2[C:5]([C:6]([O:13][CH2:14][CH3:15])=[CH:7][CH:8]=[N:9]2)=[CH:4][CH:3]=1. The yield is 0.200. (5) The reactants are [CH3:1][O:2][C:3]1[CH:34]=[CH:33][C:6]([CH2:7][N:8]([CH2:24][C:25]2[CH:30]=[CH:29][C:28]([O:31][CH3:32])=[CH:27][CH:26]=2)[C:9]2[C:14]([N+:15]([O-])=O)=[C:13]([NH:18][CH2:19][C:20]#[CH:21])[C:12]([CH3:22])=[C:11]([CH3:23])[N:10]=2)=[CH:5][CH:4]=1.S(S([O-])=O)([O-])=O.[Na+].[Na+]. The catalyst is CCO.CC#N.O. The product is [CH3:32][O:31][C:28]1[CH:27]=[CH:26][C:25]([CH2:24][N:8]([CH2:7][C:6]2[CH:5]=[CH:4][C:3]([O:2][CH3:1])=[CH:34][CH:33]=2)[C:9]2[C:14]([NH2:15])=[C:13]([NH:18][CH2:19][C:20]#[CH:21])[C:12]([CH3:22])=[C:11]([CH3:23])[N:10]=2)=[CH:30][CH:29]=1. The yield is 0.660. (6) The reactants are [Br:1][C:2]1[CH:7]=[CH:6][C:5]([CH2:8][OH:9])=[CH:4][C:3]=1[F:10]. The catalyst is C(Cl)(Cl)Cl.[O-2].[O-2].[Mn+4]. The product is [Br:1][C:2]1[CH:7]=[CH:6][C:5]([CH:8]=[O:9])=[CH:4][C:3]=1[F:10]. The yield is 0.550.